This data is from Peptide-MHC class II binding affinity with 134,281 pairs from IEDB. The task is: Regression. Given a peptide amino acid sequence and an MHC pseudo amino acid sequence, predict their binding affinity value. This is MHC class II binding data. (1) The peptide sequence is ASAAALAGDAAGAWR. The MHC is DRB1_0901 with pseudo-sequence DRB1_0901. The binding affinity (normalized) is 0.326. (2) The peptide sequence is CPKYVKQNTLKLATG. The MHC is DRB1_0404 with pseudo-sequence DRB1_0404. The binding affinity (normalized) is 0.436. (3) The binding affinity (normalized) is 0.557. The peptide sequence is QASPDLLRGLLSTFI. The MHC is DRB4_0101 with pseudo-sequence DRB4_0103.